This data is from Reaction yield outcomes from USPTO patents with 853,638 reactions. The task is: Predict the reaction yield, written as a fraction of the theoretical maximum amount of product (1.0 means a 100% yield; for example, 0.34 means a 34% yield). (1) The catalyst is CO. The product is [CH3:1][C:2]1([CH3:18])[O:6][CH:5]([CH:7]2[O:11][CH:10]3[O:12][C:13]([CH3:16])([CH3:15])[O:14][CH:9]3[CH:8]2[O:17][CH2:21][C:22]2[CH:27]=[CH:26][CH:25]=[CH:24][CH:23]=2)[CH2:4][O:3]1. The yield is 0.930. The reactants are [CH3:1][C:2]1([CH3:18])[O:6][C@@H:5]([C@H:7]2[O:11][C@@H:10]3[O:12][C:13]([CH3:16])([CH3:15])[O:14][C@@H:9]3[C@@H:8]2[OH:17])[CH2:4][O:3]1.[H-].[Na+].[CH2:21](Br)[C:22]1[CH:27]=[CH:26][CH:25]=[CH:24][CH:23]=1. (2) The reactants are [C:1]1([C:7]2([OH:12])[CH:10]3[CH2:11][CH:8]2[CH2:9]3)[CH:6]=[CH:5][CH:4]=[CH:3][CH:2]=1.[C:13](Cl)(=[O:15])[CH3:14]. The catalyst is N1C=CC=CC=1. The product is [C:13]([O:12][C:7]1([C:1]2[CH:2]=[CH:3][CH:4]=[CH:5][CH:6]=2)[CH:8]2[CH2:9][CH:10]1[CH2:11]2)(=[O:15])[CH3:14]. The yield is 0.800. (3) The reactants are [CH3:1][NH:2][CH2:3][CH2:4][CH:5]([C:7]1[CH:12]=[CH:11][CH:10]=[CH:9][CH:8]=1)[OH:6].[CH3:25][C:24]([O:23][C:21](O[C:21]([O:23][C:24]([CH3:27])([CH3:26])[CH3:25])=[O:22])=[O:22])([CH3:27])[CH3:26]. The catalyst is C1COCC1. The product is [OH:6][CH:5]([C:7]1[CH:12]=[CH:11][CH:10]=[CH:9][CH:8]=1)[CH2:4][CH2:3][N:2]([CH3:1])[C:21](=[O:22])[O:23][C:24]([CH3:25])([CH3:26])[CH3:27]. The yield is 0.970. (4) The reactants are [CH3:1][O:2][C:3]1[CH:9]=[C:8]([N+:10]([O-:12])=[O:11])[CH:7]=[CH:6][C:4]=1[NH2:5].[CH3:13][S:14](Cl)(=[O:16])=[O:15].Cl. The catalyst is N1C=CC=CC=1. The product is [CH3:1][O:2][C:3]1[CH:9]=[C:8]([N+:10]([O-:12])=[O:11])[CH:7]=[CH:6][C:4]=1[NH:5][S:14]([CH3:13])(=[O:16])=[O:15]. The yield is 0.980.